From a dataset of Catalyst prediction with 721,799 reactions and 888 catalyst types from USPTO. Predict which catalyst facilitates the given reaction. (1) Reactant: Cl.[Cl:2][C:3]1[CH:8]=[CH:7][C:6]([C@@:9]2([CH3:20])[CH2:11][C@H:10]2[NH:12]C(=O)OC(C)(C)C)=[CH:5][CH:4]=1. Product: [ClH:2].[Cl:2][C:3]1[CH:4]=[CH:5][C:6]([C:9]2([CH3:20])[CH2:11][CH:10]2[NH2:12])=[CH:7][CH:8]=1. The catalyst class is: 4. (2) Reactant: [F:1][C:2]([F:16])([F:15])[CH:3]([CH:5]1[C:9]2([O:14][CH2:13][CH2:12][CH2:11][O:10]2)[CH2:8][CH2:7][CH2:6]1)[OH:4].C[Si](C)(C)[N-][Si](C)(C)C.[Li+].[F:27][C:28]([F:42])([S:38](F)(=[O:40])=[O:39])[C:29](=[O:37])[NH:30][C:31]1[CH:36]=[CH:35][CH:34]=[CH:33][CH:32]=1. Product: [F:42][C:28]([F:27])([S:38]([O:4][CH:3]([CH:5]1[C:9]2([O:10][CH2:11][CH2:12][CH2:13][O:14]2)[CH2:8][CH2:7][CH2:6]1)[C:2]([F:1])([F:15])[F:16])(=[O:40])=[O:39])[C:29](=[O:37])[NH:30][C:31]1[CH:36]=[CH:35][CH:34]=[CH:33][CH:32]=1. The catalyst class is: 1. (3) Reactant: [C:1]([O:4][CH2:5][C:6]1[CH:11]=[CH:10][CH:9]=[C:8]([CH2:12][CH2:13][CH2:14][CH:15]=[O:16])[C:7]=1[Br:17])(=[O:3])[CH3:2].CC(=CC)C.[O-:23]Cl=O.[Na+]. Product: [C:1]([O:4][CH2:5][C:6]1[C:7]([Br:17])=[C:8]([CH2:12][CH2:13][CH2:14][C:15]([OH:23])=[O:16])[CH:9]=[CH:10][CH:11]=1)(=[O:3])[CH3:2]. The catalyst class is: 371. (4) Reactant: [CH3:1][CH2:2][C@@H:3]([C:5]([O:7][C@@H:8]1[C@@H:13]2[C@@H:14]([CH2:19][CH2:20][C@@H:21]([OH:29])[CH2:22][C@@H:23]([OH:28])[CH2:24][C:25]([O-:27])=[O:26])[C@@H:15]([CH3:18])[CH:16]=[CH:17][C:12]2=[CH:11][C@@H:10]([OH:30])[CH2:9]1)=[O:6])[CH3:4].[Na+].[Cl-].[Zn+2:33].[Cl-]. The catalyst class is: 6. Product: [CH3:1][CH2:2][C@@H:3]([C:5]([O:7][C@@H:8]1[C@@H:13]2[C@@H:14]([CH2:19][CH2:20][C@@H:21]([OH:29])[CH2:22][C@@H:23]([OH:28])[CH2:24][C:25]([OH:27])=[O:26])[C@@H:15]([CH3:18])[CH:16]=[CH:17][C:12]2=[CH:11][C@@H:10]([OH:30])[CH2:9]1)=[O:6])[CH3:4].[Zn:33]. (5) Reactant: [F:1][C:2]([F:37])([F:36])[C:3]1[CH:4]=[CH:5][C:6]([NH:9][CH:10](NC2C=CC(C(F)(F)F)=CN=2)[C@@H:11]2[CH2:17][C@@H:16]3[C@@H:14]([CH2:15]3)[CH2:13][N:12]2[C:18]([O:20][C:21]([CH3:24])([CH3:23])[CH3:22])=[O:19])=[N:7][CH:8]=1.C(O[BH-](OC(=O)C)OC(=O)C)(=O)C.[Na+].C(O)(=O)C.O. Product: [F:37][C:2]([F:1])([F:36])[C:3]1[CH:4]=[CH:5][C:6]([NH:9][CH2:10][C@@H:11]2[CH2:17][C@@H:16]3[C@@H:14]([CH2:15]3)[CH2:13][N:12]2[C:18]([O:20][C:21]([CH3:22])([CH3:23])[CH3:24])=[O:19])=[N:7][CH:8]=1. The catalyst class is: 1. (6) Reactant: [C:1]([N:4]1[CH2:9][CH2:8][N:7]([C:10]2[CH:11]=[CH:12][C:13]([NH:16][C:17](=[O:28])[CH2:18][C:19]3[CH:24]=[CH:23][C:22]([C:25]#[N:26])=[C:21](Cl)[CH:20]=3)=[N:14][CH:15]=2)[CH2:6][CH2:5]1)(=[O:3])[CH3:2].[CH3:29][C:30]1[CH:35]=[C:34]([Sn](CCCC)(CCCC)CCCC)[CH:33]=[CH:32][N:31]=1. Product: [C:1]([N:4]1[CH2:9][CH2:8][N:7]([C:10]2[CH:11]=[CH:12][C:13]([NH:16][C:17](=[O:28])[CH2:18][C:19]3[CH:24]=[CH:23][C:22]([C:25]#[N:26])=[C:21]([C:34]4[CH:33]=[CH:32][N:31]=[C:30]([CH3:29])[CH:35]=4)[CH:20]=3)=[N:14][CH:15]=2)[CH2:6][CH2:5]1)(=[O:3])[CH3:2]. The catalyst class is: 128. (7) Reactant: [NH2:1][C:2]1[CH:7]=[C:6]([CH2:8]O)[CH:5]=[CH:4][N:3]=1.[C:10]12[C:16](=[CH:17][CH:18]=[CH:19][CH:20]=1)[NH:15][C:14](=[O:21])[O:13][C:11]2=[O:12].C1(P(C2C=CC=CC=2)C2C=CC=CC=2)C=CC=CC=1.N(C(OC(C)C)=O)=NC(OC(C)C)=O. Product: [NH2:1][C:2]1[CH:7]=[C:6]([CH2:8][N:15]2[C:16]3[CH:17]=[CH:18][CH:19]=[CH:20][C:10]=3[C:11](=[O:12])[O:13][C:14]2=[O:21])[CH:5]=[CH:4][N:3]=1. The catalyst class is: 1.